This data is from Reaction yield outcomes from USPTO patents with 853,638 reactions. The task is: Predict the reaction yield, written as a fraction of the theoretical maximum amount of product (1.0 means a 100% yield; for example, 0.34 means a 34% yield). (1) The reactants are [C:1]([O:5][C:6](=[O:24])[CH2:7][CH2:8][CH2:9][CH2:10][CH2:11][CH2:12][CH2:13][CH2:14][CH2:15][CH2:16][CH2:17][CH2:18][CH2:19][CH2:20][C:21]([OH:23])=O)([CH3:4])([CH3:3])[CH3:2].ON1C2N=CC=CC=2N=N1.C(N(C(C)C)CC)(C)C.[NH2:44][C:45]1[CH:54]=[CH:53][C:48]([C:49]([O:51][CH3:52])=[O:50])=[CH:47][CH:46]=1.[Na+].[Cl-]. The catalyst is CN1C(=O)CCC1. The product is [CH3:52][O:51][C:49](=[O:50])[C:48]1[CH:53]=[CH:54][C:45]([NH:44][C:21](=[O:23])[CH2:20][CH2:19][CH2:18][CH2:17][CH2:16][CH2:15][CH2:14][CH2:13][CH2:12][CH2:11][CH2:10][CH2:9][CH2:8][CH2:7][C:6]([O:5][C:1]([CH3:2])([CH3:3])[CH3:4])=[O:24])=[CH:46][CH:47]=1. The yield is 0.420. (2) The reactants are [Cl-].[CH3:2][O:3][C:4](=[O:11])[C@@H:5]([NH3+:10])[C:6]([CH3:9])([CH3:8])[CH3:7].C(O[BH-](O[C:22](=O)[CH3:23])OC(=O)C)(=O)C.[Na+]. The catalyst is ClCCCl.C(Cl)Cl. The product is [CH2:4]([NH:10][C@H:5]([C:4]([O:3][CH3:2])=[O:11])[C:6]([CH3:9])([CH3:8])[CH3:7])[CH2:5][CH2:6][CH2:7][CH:22]=[CH2:23]. The yield is 0.720.